From a dataset of Full USPTO retrosynthesis dataset with 1.9M reactions from patents (1976-2016). Predict the reactants needed to synthesize the given product. (1) The reactants are: [CH2:1]([O:8][C:9]1[CH:10]=[CH:11][C:12]([CH2:15][OH:16])=[N:13][CH:14]=1)[C:2]1[CH:7]=[CH:6][CH:5]=[CH:4][CH:3]=1.N1C=CC=CC=1. Given the product [CH2:1]([O:8][C:9]1[CH:10]=[CH:11][C:12]([CH:15]=[O:16])=[N:13][CH:14]=1)[C:2]1[CH:3]=[CH:4][CH:5]=[CH:6][CH:7]=1, predict the reactants needed to synthesize it. (2) Given the product [NH2:1][C:2]1[C:6]([C:7]([NH2:8])=[O:24])=[C:5]([NH:9][C:10]2[CH:15]=[CH:14][CH:13]=[CH:12][CH:11]=2)[N:4]([CH2:16][C:17]2[CH:22]=[CH:21][CH:20]=[CH:19][CH:18]=2)[N:3]=1, predict the reactants needed to synthesize it. The reactants are: [NH2:1][C:2]1[C:6]([C:7]#[N:8])=[C:5]([NH:9][C:10]2[CH:15]=[CH:14][CH:13]=[CH:12][CH:11]=2)[N:4]([CH2:16][C:17]2[CH:22]=[CH:21][CH:20]=[CH:19][CH:18]=2)[N:3]=1.C(=O)([O-])[O-:24].[K+].[K+].OO. (3) Given the product [Cl:2][CH2:1][C@H:3]([OH:5])[CH2:4][N:16]1[CH2:17][CH2:18][N:13]([S:19]([CH3:7])(=[O:21])=[O:20])[CH2:14][CH2:15]1, predict the reactants needed to synthesize it. The reactants are: [CH2:1]([C@@H:3]1[O:5][CH2:4]1)[Cl:2].F[C:7](F)(F)C(O)=O.[N:13]1([S:19](N)(=[O:21])=[O:20])[CH2:18][CH2:17][NH:16][CH2:15][CH2:14]1.C(N(CC)C(C)C)(C)C. (4) Given the product [CH2:43]([N:45]([CH2:46][CH3:47])[CH2:22][C@H:21]([CH3:28])[CH2:20][O:19][C:14]1[CH:15]=[C:16]2[C:11](=[CH:12][CH:13]=1)[N:10]=[C:9]([C:29]1[CH:34]=[CH:33][CH:32]=[C:31]([O:35][CH3:36])[CH:30]=1)[N:8]([CH2:7][C:5]([NH:4][CH:1]([CH3:3])[CH3:2])=[O:6])[C:17]2=[O:18])[CH3:44], predict the reactants needed to synthesize it. The reactants are: [CH:1]([NH:4][C:5]([CH2:7][N:8]1[C:17](=[O:18])[C:16]2[C:11](=[CH:12][CH:13]=[C:14]([O:19][CH2:20][C@@H:21]([CH3:28])[CH2:22]OS(C)(=O)=O)[CH:15]=2)[N:10]=[C:9]1[C:29]1[CH:34]=[CH:33][CH:32]=[C:31]([O:35][CH3:36])[CH:30]=1)=[O:6])([CH3:3])[CH3:2].C(=O)([O-])[O-].[K+].[K+].[CH2:43]([NH:45][CH2:46][CH3:47])[CH3:44].CCCCCC. (5) Given the product [NH2:1][N:2]1[C:6]([C:7]#[N:8])=[C:5]([C:27]2[CH:26]=[CH:25][CH:24]=[C:23]([O:22][CH2:15][C:16]3[CH:21]=[CH:20][CH:19]=[CH:18][CH:17]=3)[CH:28]=2)[CH:4]=[C:3]1[C:10]([O:12][CH2:13][CH3:14])=[O:11], predict the reactants needed to synthesize it. The reactants are: [NH2:1][N:2]1[C:6]([C:7]#[N:8])=[C:5](Br)[CH:4]=[C:3]1[C:10]([O:12][CH2:13][CH3:14])=[O:11].[CH2:15]([O:22][C:23]1[CH:28]=[CH:27][C:26](B(O)O)=[CH:25][CH:24]=1)[C:16]1[CH:21]=[CH:20][CH:19]=[CH:18][CH:17]=1.ClCCl.C([O-])([O-])=O.[Na+].[Na+].